Predict the product of the given reaction. From a dataset of Forward reaction prediction with 1.9M reactions from USPTO patents (1976-2016). (1) The product is: [Cl:27][C:13]1[C:12]([C:16]#[N:17])=[CH:11][C:10]([C:18]2[CH:23]=[CH:22][C:21]([Cl:24])=[CH:20][CH:19]=2)=[C:9]([C:3]2[CH:4]=[CH:5][C:6]([Cl:8])=[CH:7][C:2]=2[Cl:1])[N:14]=1. Given the reactants [Cl:1][C:2]1[CH:7]=[C:6]([Cl:8])[CH:5]=[CH:4][C:3]=1[C:9]1[NH:14][C:13](=O)[C:12]([C:16]#[N:17])=[CH:11][C:10]=1[C:18]1[CH:23]=[CH:22][C:21]([Cl:24])=[CH:20][CH:19]=1.O=P(Cl)(Cl)[Cl:27], predict the reaction product. (2) The product is: [F:1][C:2]1[CH:3]=[CH:4][C:5]2[O:9][C:8]([CH2:10][OH:11])=[C:7]([CH2:14][O:15][CH2:16][CH2:17][O:18][CH3:19])[C:6]=2[CH:20]=1. Given the reactants [F:1][C:2]1[CH:3]=[CH:4][C:5]2[O:9][C:8]([C:10](OC)=[O:11])=[C:7]([CH2:14][O:15][CH2:16][CH2:17][O:18][CH3:19])[C:6]=2[CH:20]=1.[Cl-].[Ca+2].[Cl-].[BH4-].[Na+].C(=O)([O-])O.[Na+], predict the reaction product. (3) Given the reactants C([O:8][C:9]1[CH:14]=[C:13]([CH2:15][CH2:16][C:17]([F:20])([F:19])[F:18])[CH:12]=[CH:11][C:10]=1[N:21]1[S:25](=[O:27])(=[O:26])[N:24](CC[Si](C)(C)C)[C:23](=[O:34])[CH2:22]1)C1C=CC=CC=1, predict the reaction product. The product is: [OH:8][C:9]1[CH:14]=[C:13]([CH2:15][CH2:16][C:17]([F:20])([F:18])[F:19])[CH:12]=[CH:11][C:10]=1[N:21]1[S:25](=[O:27])(=[O:26])[NH:24][C:23](=[O:34])[CH2:22]1. (4) Given the reactants [C:1]([O:9][C:10]1[CH:15]=[CH:14][CH:13]=[C:12]([O:16][C:17]2[C:22]([Cl:23])=[CH:21][C:20]([N+:24]([O-])=O)=[CH:19][C:18]=2[Cl:27])[CH:11]=1)(=O)[C:2]1[CH:7]=[CH:6]C=CC=1.CO.[OH-].[Na+].[Cl-].[Ca+2].[Cl-], predict the reaction product. The product is: [Cl:23][C:22]1[CH:21]=[C:20]([CH:19]=[C:18]([Cl:27])[C:17]=1[O:16][C:12]1[CH:13]=[CH:14][CH:15]=[C:10]([O:9][CH2:1][CH:2]2[CH2:7][CH2:6]2)[CH:11]=1)[NH2:24]. (5) Given the reactants [CH3:1][C:2]1[O:8][CH:7]=[C:6]([OH:9])[C:4](=[O:5])[CH:3]=1.C(N(CC)CC)C.Cl.[C:18](Cl)(=[O:25])[C:19]1[CH:24]=[CH:23][CH:22]=[N:21][CH:20]=1, predict the reaction product. The product is: [C:18]([O:9][C:6]1[C:4](=[O:5])[CH:3]=[C:2]([CH3:1])[O:8][CH:7]=1)(=[O:25])[C:19]1[CH:24]=[CH:23][CH:22]=[N:21][CH:20]=1.